Task: Predict the reactants needed to synthesize the given product.. Dataset: Full USPTO retrosynthesis dataset with 1.9M reactions from patents (1976-2016) (1) Given the product [Cl:12][C:13]1[N:14]=[CH:15][C:16]([CH2:19][N:7]2[CH:8]=[CH:9][CH:10]=[C:5]3[N:4]=[C:3]([S:2][CH3:1])[N:11]=[C:6]23)=[CH:17][CH:18]=1, predict the reactants needed to synthesize it. The reactants are: [CH3:1][S:2][C:3]1[N:11]=[C:6]2[NH:7][CH:8]=[CH:9][CH:10]=[C:5]2[N:4]=1.[Cl:12][C:13]1[CH:18]=[CH:17][C:16]([CH2:19]Cl)=[CH:15][N:14]=1.C(N(CC)CC)C. (2) Given the product [OH:22][CH:3]([CH:2]([CH3:1])[CH2:23][C:24]#[C:25][CH3:26])/[CH:4]=[CH:5]/[C@H:6]1[CH2:10][CH2:9][C:8](=[O:11])[N:7]1[CH2:12][CH2:13][CH2:14][CH2:15][CH2:16][CH2:17][C:18]([O:20][CH3:21])=[O:19], predict the reactants needed to synthesize it. The reactants are: [CH3:1][CH:2]([CH2:23][C:24]#[C:25][CH3:26])[C:3](=[O:22])/[CH:4]=[CH:5]/[C@H:6]1[CH2:10][CH2:9][C:8](=[O:11])[N:7]1[CH2:12][CH2:13][CH2:14][CH2:15][CH2:16][CH2:17][C:18]([O:20][CH3:21])=[O:19].O.O.O.O.O.O.O.[Cl-].[Ce+3].[Cl-].[Cl-].[BH4-].[Na+].[Cl-].[NH4+]. (3) Given the product [Cl:1][C:2]1[CH:3]=[CH:4][C:5]2[C:6]3[CH2:14][N:13]([CH3:15])[CH2:12][CH2:11][C:7]=3[N:8]([CH2:18][C:19]([C:22]3[CH:27]=[CH:26][N:25]=[CH:24][CH:23]=3)([OH:20])[CH3:21])[C:9]=2[CH:10]=1, predict the reactants needed to synthesize it. The reactants are: [Cl:1][C:2]1[CH:3]=[CH:4][C:5]2[C:6]3[CH2:14][N:13]([CH3:15])[CH2:12][CH2:11][C:7]=3[NH:8][C:9]=2[CH:10]=1.[H-].[Na+].[CH3:18][C:19]1([C:22]2[CH:27]=[CH:26][N:25]=[CH:24][CH:23]=2)[CH2:21][O:20]1. (4) Given the product [Cl:10][C:11]1[CH:18]=[CH:17][C:14]([CH2:15][NH:16][CH:3]=[C:4]2[CH2:8][CH2:7][O:6][C:5]2=[O:9])=[CH:13][CH:12]=1, predict the reactants needed to synthesize it. The reactants are: [Na].O[CH:3]=[C:4]1[CH2:8][CH2:7][O:6][C:5]1=[O:9].[Cl:10][C:11]1[CH:18]=[CH:17][C:14]([CH2:15][NH2:16])=[CH:13][CH:12]=1. (5) Given the product [CH2:9]([O:16][CH2:17][CH2:18][C:19]([O:21][Si:23]([CH3:25])([CH3:24])[CH3:22])=[CH2:20])[C:10]1[CH:15]=[CH:14][CH:13]=[CH:12][CH:11]=1, predict the reactants needed to synthesize it. The reactants are: [Li+].CC([N-]C(C)C)C.[CH2:9]([O:16][CH2:17][CH2:18][C:19](=[O:21])[CH3:20])[C:10]1[CH:15]=[CH:14][CH:13]=[CH:12][CH:11]=1.[CH3:22][Si:23](Cl)([CH3:25])[CH3:24]. (6) Given the product [F:1][C:2]1[CH:3]=[CH:4][C:5]([S:8]([N:11]2[CH2:17][C:16]3([CH2:20][CH2:23][CH2:19]3)[CH2:15]2)(=[O:9])=[O:10])=[CH:6][CH:7]=1, predict the reactants needed to synthesize it. The reactants are: [F:1][C:2]1[CH:7]=[CH:6][C:5]([S:8]([NH2:11])(=[O:10])=[O:9])=[CH:4][CH:3]=1.[H-].[Na+].Br[CH2:15][C:16]1([CH2:20]Br)[CH2:19]O[CH2:17]1.Cl.[CH3:23]N(C)C=O. (7) Given the product [CH3:1][O:2][C:3]1[C:4]([CH3:34])=[C:5]([C:25]([O:32][CH3:33])=[C:26]([O:30][CH3:31])[C:27]=1[O:28][CH3:29])[CH2:6][C:7]1[CH:8]=[CH:9][C:10]([C:49]2[CH:50]=[N:51][CH:52]=[CH:53][CH:54]=2)=[C:11]([CH:16]=1)[C:12]([O:14][CH3:15])=[O:13], predict the reactants needed to synthesize it. The reactants are: [CH3:1][O:2][C:3]1[C:4]([CH3:34])=[C:5]([C:25]([O:32][CH3:33])=[C:26]([O:30][CH3:31])[C:27]=1[O:28][CH3:29])[CH2:6][C:7]1[CH:8]=[CH:9][C:10](OS(C(F)(F)F)(=O)=O)=[C:11]([CH:16]=1)[C:12]([O:14][CH3:15])=[O:13].C(=O)([O-])[O-].[Na+].[Na+].[Cl-].[Li+].B1([C:49]2[CH:54]=[CH:53][CH:52]=[N:51][CH:50]=2)OCCCO1.